Predict the reaction yield, written as a fraction of the theoretical maximum amount of product (1.0 means a 100% yield; for example, 0.34 means a 34% yield). From a dataset of Reaction yield outcomes from USPTO patents with 853,638 reactions. (1) The reactants are [CH3:1][C:2]1[CH:3]=[CH:4][C:5]([N+:11]([O-:13])=[O:12])=[C:6]([CH:10]=1)[C:7]([OH:9])=O.CN(C(ON1N=NC2C=CC=NC1=2)=[N+](C)C)C.F[P-](F)(F)(F)(F)F.CCN(C(C)C)C(C)C.[OH:47][NH:48][C:49](=[NH:55])[C:50]([O:52][CH2:53][CH3:54])=[O:51]. The catalyst is C(#N)C. The product is [OH:47][N:48]=[C:49]([NH:55][C:7](=[O:9])[C:6]1[CH:10]=[C:2]([CH3:1])[CH:3]=[CH:4][C:5]=1[N+:11]([O-:13])=[O:12])[C:50]([O:52][CH2:53][CH3:54])=[O:51]. The yield is 0.920. (2) The reactants are [OH:1][C:2]1[CH:7]=[CH:6][C:5]([NH:8][C:9]([C:11]2([C:14]([NH:16][C:17]3[CH:22]=[CH:21][C:20]([F:23])=[CH:19][CH:18]=3)=[O:15])[CH2:13][CH2:12]2)=[O:10])=[CH:4][CH:3]=1.[CH3:24][O:25][C:26]1[CH:27]=[C:28]2[C:33](=[CH:34][C:35]=1[O:36][CH3:37])[N:32]=[CH:31][CH:30]=[C:29]2OS(C(F)(F)F)(=O)=O. The catalyst is N1C(C)=CC=CC=1C. The product is [CH3:24][O:25][C:26]1[CH:27]=[C:28]2[C:33](=[CH:34][C:35]=1[O:36][CH3:37])[N:32]=[CH:31][CH:30]=[C:29]2[O:1][C:2]1[CH:7]=[CH:6][C:5]([NH:8][C:9]([C:11]2([C:14]([NH:16][C:17]3[CH:18]=[CH:19][C:20]([F:23])=[CH:21][CH:22]=3)=[O:15])[CH2:13][CH2:12]2)=[O:10])=[CH:4][CH:3]=1. The yield is 0.440. (3) The reactants are C(N(CC)C(C)C)(C)C.C(N=C=NCCCN(C)C)C.[Cl:21][C:22]1[C:23]([O:32][C:33]2[CH:38]=[CH:37][C:36]([Cl:39])=[C:35]([Cl:40])[CH:34]=2)=[CH:24][C:25]([F:31])=[C:26]([CH:30]=1)[C:27]([OH:29])=O.[N:41]1([S:45]([NH2:48])(=[O:47])=[O:46])[CH2:44][CH2:43][CH2:42]1. The catalyst is CN(C)C1C=CN=CC=1.C(Cl)Cl.CCOC(C)=O. The product is [N:41]1([S:45]([NH:48][C:27](=[O:29])[C:26]2[CH:30]=[C:22]([Cl:21])[C:23]([O:32][C:33]3[CH:38]=[CH:37][C:36]([Cl:39])=[C:35]([Cl:40])[CH:34]=3)=[CH:24][C:25]=2[F:31])(=[O:47])=[O:46])[CH2:44][CH2:43][CH2:42]1. The yield is 0.460. (4) The reactants are [Cl:1][C:2]1[C:3]([C:23]2[C:28]([CH3:29])=[CH:27][C:26]([CH3:30])=[CH:25][N:24]=2)=[CH:4][C:5]([N:8]2[CH2:21][CH2:20][C:11]3[N:12]=[C:13](S(C)(=O)=O)[N:14]=[CH:15][C:10]=3[CH:9]2[CH3:22])=[N:6][CH:7]=1.[NH:31]1[CH2:35][CH2:34][CH:33]([OH:36])[CH2:32]1.C(OCC)(=O)C.O. The catalyst is C(O)(C)(C)C. The product is [Cl:1][C:2]1[C:3]([C:23]2[C:28]([CH3:29])=[CH:27][C:26]([CH3:30])=[CH:25][N:24]=2)=[CH:4][C:5]([N:8]2[CH2:21][CH2:20][C:11]3[N:12]=[C:13]([N:31]4[CH2:35][CH2:34][CH:33]([OH:36])[CH2:32]4)[N:14]=[CH:15][C:10]=3[CH:9]2[CH3:22])=[N:6][CH:7]=1. The yield is 0.290.